This data is from Forward reaction prediction with 1.9M reactions from USPTO patents (1976-2016). The task is: Predict the product of the given reaction. (1) Given the reactants [O:1]([C:3]1[CH:9]=[CH:8][C:6]([NH2:7])=[CH:5][C:4]=1[N:10]1[C:17]2[N:13]([N:14]=[C:15]([C:18]3[CH:19]=[N:20][CH:21]=[CH:22][CH:23]=3)[CH:16]=2)[CH:12]=[CH:11]1)[CH3:2].[F:24][S:25]([F:38])([F:37])([F:36])([F:35])[C:26]1[CH:27]=[C:28]([CH:32]=[CH:33][CH:34]=1)[C:29](O)=[O:30], predict the reaction product. The product is: [CH3:2][O:1][C:3]1[CH:9]=[CH:8][C:6]([NH:7][C:29](=[O:30])[C:28]2[CH:32]=[CH:33][CH:34]=[C:26]([S:25]([F:38])([F:24])([F:35])([F:36])[F:37])[CH:27]=2)=[CH:5][C:4]=1[N:10]1[C:17]2[N:13]([N:14]=[C:15]([C:18]3[CH:19]=[N:20][CH:21]=[CH:22][CH:23]=3)[CH:16]=2)[CH:12]=[CH:11]1. (2) Given the reactants C[O:2]C1C(OC)=CC2N(C)C(=O)CN=C(C3C=C(C=CC=3)C#N)C=2C=1.[CH3:26][O:27][C:28]1[C:29]([O:55][CH3:56])=[CH:30][C:31]2[N:37]([CH3:38])[C:36](=[O:39])[CH2:35][N:34]=[C:33]([C:40]3[CH:41]=[C:42]([CH:45]=[CH:46][CH:47]=3)[C:43]#[N:44])[C:32]=2[C:48]=1[C:49]1[CH:54]=[CH:53][CH:52]=[CH:51][CH:50]=1, predict the reaction product. The product is: [CH3:26][O:27][C:28]1[C:29]([O:55][CH3:56])=[CH:30][C:31]2[N:37]([CH3:38])[C:36](=[O:39])[CH2:35][N:34]=[C:33]([C:40]3[CH:41]=[C:42]([CH:45]=[CH:46][CH:47]=3)[C:43]([NH2:44])=[O:2])[C:32]=2[C:48]=1[C:49]1[CH:54]=[CH:53][CH:52]=[CH:51][CH:50]=1. (3) The product is: [Br:20][C:21]1[CH:28]=[CH:27][C:24]([CH2:25][NH:12][C@H:9]2[CH2:10][CH2:11][N:7]([CH:2]3[CH2:3][CH2:4][CH2:5][CH2:6]3)[CH2:8]2)=[CH:23][CH:22]=1. Given the reactants Cl.[CH:2]1([N:7]2[CH2:11][CH2:10][C@H:9]([NH2:12])[CH2:8]2)[CH2:6][CH2:5][CH2:4][CH2:3]1.C(N(CC)CC)C.[Br:20][C:21]1[CH:28]=[CH:27][C:24]([CH:25]=O)=[CH:23][CH:22]=1.[BH4-].[Na+], predict the reaction product.